From a dataset of Reaction yield outcomes from USPTO patents with 853,638 reactions. Predict the reaction yield, written as a fraction of the theoretical maximum amount of product (1.0 means a 100% yield; for example, 0.34 means a 34% yield). The catalyst is [Pd].CO. The product is [NH2:1][C:4]1[CH:5]=[C:6]2[CH2:12][C:11]3([CH:17]4[CH2:16][CH2:15][N:14]([CH2:19][CH2:18]4)[CH2:13]3)[O:10][C:7]2=[N:8][CH:9]=1. The reactants are [N+:1]([C:4]1[CH:5]=[C:6]2[CH2:12][C:11]3([CH:17]4[CH2:18][CH2:19][N:14]([CH2:15][CH2:16]4)[CH2:13]3)[O:10][C:7]2=[N:8][CH:9]=1)([O-])=O.[H][H]. The yield is 0.980.